Dataset: Forward reaction prediction with 1.9M reactions from USPTO patents (1976-2016). Task: Predict the product of the given reaction. (1) Given the reactants [Cl:1][C:2]1[CH:3]=[C:4]([C:8]2[CH:9]=[CH:10][C:11]3[CH2:17][CH2:16][CH2:15][CH2:14][NH:13][C:12]=3[N:18]=2)[CH:5]=[CH:6][CH:7]=1.ClC(Cl)(O[C:23](=[O:29])OC(Cl)(Cl)Cl)Cl.C(N(CC)CC)C.[N:38]1[CH:43]=[CH:42][C:41]([NH2:44])=[CH:40][CH:39]=1, predict the reaction product. The product is: [Cl:1][C:2]1[CH:3]=[C:4]([C:8]2[CH:9]=[CH:10][C:11]3[CH2:17][CH2:16][CH2:15][CH2:14][N:13]([C:23]([NH:44][C:41]4[CH:42]=[CH:43][N:38]=[CH:39][CH:40]=4)=[O:29])[C:12]=3[N:18]=2)[CH:5]=[CH:6][CH:7]=1. (2) Given the reactants [C:1]1([C:7]2[CH:12]=[CH:11][C:10]([OH:13])=[CH:9][CH:8]=2)[CH:6]=[CH:5][CH:4]=[CH:3][CH:2]=1.[CH2:14](Br)[CH:15]=[CH2:16].C([O-])([O-])=O.[K+].[K+], predict the reaction product. The product is: [CH2:16]([O:13][C:10]1[CH:9]=[CH:8][C:7]([C:1]2[CH:2]=[CH:3][CH:4]=[CH:5][CH:6]=2)=[CH:12][CH:11]=1)[CH:15]=[CH2:14]. (3) Given the reactants [OH-:1].[K+].[N:3]1([C:8]2[C:17]3[C:12](=[N:13][C:14](Cl)=[C:15]([Cl:18])[N:16]=3)[N:11]=[C:10](Cl)[N:9]=2)[CH2:7][CH2:6][CH2:5][CH2:4]1.[NH:21]1[CH2:26][CH2:25][NH:24][CH2:23][CH2:22]1, predict the reaction product. The product is: [Cl:18][C:15]1[N:16]=[C:17]2[C:12](=[N:13][C:14]=1[OH:1])[N:11]=[C:10]([N:21]1[CH2:26][CH2:25][NH:24][CH2:23][CH2:22]1)[N:9]=[C:8]2[N:3]1[CH2:7][CH2:6][CH2:5][CH2:4]1. (4) Given the reactants [F:1][C:2]([F:20])([F:19])[C:3]1[CH:8]=[CH:7][C:6]([N:9]2[CH2:14][CH2:13][N:12]([S:15](Cl)(=[O:17])=[O:16])[CH2:11][CH2:10]2)=[CH:5][CH:4]=1.Cl.[NH2:22][C@@H:23]1[CH2:27][C:26](=[O:28])[N:25]([O:29][CH2:30][C:31]2[CH:36]=[CH:35][CH:34]=[CH:33][CH:32]=2)[C:24]1=[O:37].CCN(CC)CC.S(Cl)(Cl)(=O)=O, predict the reaction product. The product is: [CH2:30]([O:29][N:25]1[C:26](=[O:28])[CH2:27][C@@H:23]([NH:22][S:15]([N:12]2[CH2:13][CH2:14][N:9]([C:6]3[CH:7]=[CH:8][C:3]([C:2]([F:20])([F:19])[F:1])=[CH:4][CH:5]=3)[CH2:10][CH2:11]2)(=[O:17])=[O:16])[C:24]1=[O:37])[C:31]1[CH:32]=[CH:33][CH:34]=[CH:35][CH:36]=1. (5) The product is: [Br:1][C:2]1[CH:10]=[CH:9][C:5]([C:6]([NH:20][CH2:19][C:18]([F:22])([F:21])[F:17])=[O:8])=[CH:4][C:3]=1[O:11][CH2:12][C:13]([F:16])([F:15])[F:14]. Given the reactants [Br:1][C:2]1[CH:10]=[CH:9][C:5]([C:6]([OH:8])=O)=[CH:4][C:3]=1[O:11][CH2:12][C:13]([F:16])([F:15])[F:14].[F:17][C:18]([F:22])([F:21])[CH2:19][NH2:20].CN(C(ON1N=NC2C=CC=NC1=2)=[N+](C)C)C.F[P-](F)(F)(F)(F)F.CCN(C(C)C)C(C)C.C(=O)(O)[O-].[Na+], predict the reaction product.